This data is from Forward reaction prediction with 1.9M reactions from USPTO patents (1976-2016). The task is: Predict the product of the given reaction. (1) Given the reactants CC(OC(/N=N/C(OC(C)C)=O)=O)C.[CH3:15][O:16][C:17]1[N:18]=[C:19]2[C:24](=[CH:25][CH:26]=1)[N:23]=[CH:22][CH:21]=[C:20]2[OH:27].[C:28]([O:32][C:33]([N:35]1[CH2:38][CH:37](O)[CH2:36]1)=[O:34])([CH3:31])([CH3:30])[CH3:29].C1C=CC(P(C2C=CC=CC=2)C2C=CC=CC=2)=CC=1, predict the reaction product. The product is: [C:28]([O:32][C:33]([N:35]1[CH2:38][CH:37]([O:27][C:20]2[C:19]3[C:24](=[CH:25][CH:26]=[C:17]([O:16][CH3:15])[N:18]=3)[N:23]=[CH:22][CH:21]=2)[CH2:36]1)=[O:34])([CH3:31])([CH3:29])[CH3:30]. (2) Given the reactants [CH3:1][O:2][C:3]1[CH:8]=[CH:7][C:6]([O:9][CH3:10])=[C:5]([O:11][CH3:12])[C:4]=1[O:13][CH3:14].[CH3:15]N(CCN(C)C)C.[Li]CCCC.CCCCCC.CI, predict the reaction product. The product is: [CH3:1][O:2][C:3]1[C:4]([O:13][CH3:14])=[C:5]([O:11][CH3:12])[C:6]([O:9][CH3:10])=[CH:7][C:8]=1[CH3:15]. (3) Given the reactants C([S@@]([NH:7][C@H:8]([C:17]1[CH:22]=[C:21]([F:23])[CH:20]=[C:19]([F:24])[CH:18]=1)[CH2:9][CH2:10][CH2:11][C:12](OCC)=[O:13])=O)(C)(C)C.C(N(CC)CC)C, predict the reaction product. The product is: [F:24][C:19]1[CH:18]=[C:17]([C@H:8]2[NH:7][C:12](=[O:13])[CH2:11][CH2:10][CH2:9]2)[CH:22]=[C:21]([F:23])[CH:20]=1. (4) Given the reactants N1C(C)=CC=CC=1C.S([O:16][S:17]([C:20]([F:23])([F:22])[F:21])(=[O:19])=[O:18])(C(F)(F)F)(=O)=O.[F:24][CH2:25][CH2:26][CH2:27]O, predict the reaction product. The product is: [F:24][CH2:25][CH2:26][CH2:27][O:16][S:17]([C:20]([F:21])([F:22])[F:23])(=[O:18])=[O:19]. (5) The product is: [S:25]([O-:28])(=[O:27])(=[O:26])[CH3:24].[CH3:1][C:2]1[CH:7]=[C:6]([CH3:8])[CH:5]=[C:4]([CH3:9])[C:3]=1[S+:16]([C:18]1[CH:19]=[CH:20][CH:21]=[CH:22][CH:23]=1)[C:10]1[CH:15]=[CH:14][CH:13]=[CH:12][CH:11]=1. Given the reactants [CH3:1][C:2]1[CH:7]=[C:6]([CH3:8])[CH:5]=[C:4]([CH3:9])[CH:3]=1.[C:10]1([S:16]([C:18]2[CH:23]=[CH:22][CH:21]=[CH:20][CH:19]=2)=O)[CH:15]=[CH:14][CH:13]=[CH:12][CH:11]=1.[CH3:24][S:25]([OH:28])(=[O:27])=[O:26].O=P12OP3(OP(OP(O3)(O1)=O)(=O)O2)=O, predict the reaction product.